Task: Predict which catalyst facilitates the given reaction.. Dataset: Catalyst prediction with 721,799 reactions and 888 catalyst types from USPTO (1) Reactant: C([OH:3])C.[OH-].[Na+].OO.[OH:8][C:9]1([CH2:16][CH2:17][NH:18][C:19]2[CH:26]=[C:25]([N:27]3[C:35]4[C:30](=[C:31]([C:36]5[CH:37]=[N:38][C:39]6[C:44]([CH:45]=5)=[CH:43][CH:42]=[CH:41][CH:40]=6)[CH:32]=[CH:33][CH:34]=4)[C:29]([CH3:46])=[N:28]3)[CH:24]=[CH:23][C:20]=2[C:21]#[N:22])[CH2:14][CH2:13][N:12]([CH3:15])[CH2:11][CH2:10]1. Product: [OH:8][C:9]1([CH2:16][CH2:17][NH:18][C:19]2[CH:26]=[C:25]([N:27]3[C:35]4[C:30](=[C:31]([C:36]5[CH:37]=[N:38][C:39]6[C:44]([CH:45]=5)=[CH:43][CH:42]=[CH:41][CH:40]=6)[CH:32]=[CH:33][CH:34]=4)[C:29]([CH3:46])=[N:28]3)[CH:24]=[CH:23][C:20]=2[C:21]([NH2:22])=[O:3])[CH2:14][CH2:13][N:12]([CH3:15])[CH2:11][CH2:10]1. The catalyst class is: 58. (2) Reactant: [F:1][C:2]1[C:7]2[NH:8]C(=O)[O:10][C:11](=O)[C:6]=2[CH:5]=[C:4]([I:14])[CH:3]=1.[CH3:15][NH:16][CH3:17]. Product: [NH2:8][C:7]1[C:2]([F:1])=[CH:3][C:4]([I:14])=[CH:5][C:6]=1[C:11]([N:16]([CH3:17])[CH3:15])=[O:10]. The catalyst class is: 7. (3) Reactant: [OH:1][C:2]12[CH2:11][CH:6]3[CH2:7][CH:8]([CH2:10][CH:4]([CH2:5]3)[CH:3]1[C:12]#[C:13][C:14]1[N:22]=[C:21]3[C:17]([NH:18][CH:19]=[N:20]3)=[C:16]([NH2:23])[N:15]=1)[CH2:9]2.C(=O)([O-])[O-].[K+].[K+].CC1C=CC(S(O[CH2:41][CH:42]2[CH2:46][CH2:45][CH2:44][CH2:43]2)(=O)=O)=CC=1. Product: [CH:42]1([CH2:41][N:20]2[CH:19]=[N:18][C:17]3[C:21]2=[N:22][C:14]([C:13]#[C:12][CH:3]2[CH:4]4[CH2:5][CH:6]5[CH2:7][CH:8]([CH2:9][C:2]2([OH:1])[CH2:11]5)[CH2:10]4)=[N:15][C:16]=3[NH2:23])[CH2:46][CH2:45][CH2:44][CH2:43]1. The catalyst class is: 3.